From a dataset of Catalyst prediction with 721,799 reactions and 888 catalyst types from USPTO. Predict which catalyst facilitates the given reaction. (1) Reactant: Cl[C:2]1[C:11]2[C:6](=[CH:7][CH:8]=[C:9](OC(F)(F)F)[CH:10]=2)[N:5]=[C:4]([N:17]2[CH2:23][C:22]3[CH:24]=[CH:25][CH:26]=[CH:27][C:21]=3[S:20](=O)(=O)[CH2:19][CH2:18]2)[CH:3]=1.[CH2:30]([Li])CCC.[CH:35]([CH:37]1[CH2:42][CH2:41][N:40]([C:43]([O:45][C:46]([CH3:49])([CH3:48])[CH3:47])=[O:44])[CH2:39][CH2:38]1)=[O:36]. Product: [S:20]1[C:21]2[CH:27]=[CH:26][CH:25]=[CH:24][C:22]=2[CH2:23][N:17]([C:4]2[CH:3]=[C:2]([CH:35]([OH:36])[CH:37]3[CH2:42][CH2:41][N:40]([C:43]([O:45][C:46]([CH3:49])([CH3:48])[CH3:47])=[O:44])[CH2:39][CH2:38]3)[C:11]3[C:6](=[CH:7][CH:8]=[C:9]([CH3:30])[CH:10]=3)[N:5]=2)[CH2:18][CH2:19]1. The catalyst class is: 627. (2) The catalyst class is: 4. Product: [NH:24]1[CH2:25][CH:22]([NH:21][C:19](=[O:20])[CH2:18][NH:17][C:14]2[C:15]3[C:10](=[CH:9][CH:8]=[C:7]([C:2]([F:1])([F:33])[C:3]([F:6])([F:4])[F:5])[CH:16]=3)[CH:11]=[CH:12][N:13]=2)[CH2:23]1. Reactant: [F:1][C:2]([F:33])([C:7]1[CH:16]=[C:15]2[C:10]([CH:11]=[CH:12][N:13]=[C:14]2[NH:17][CH2:18][C:19]([NH:21][CH:22]2[CH2:25][N:24](C(OC(C)(C)C)=O)[CH2:23]2)=[O:20])=[CH:9][CH:8]=1)[C:3]([F:6])([F:5])[F:4].C(O)(C(F)(F)F)=O. (3) Reactant: [NH2:1][C:2]1[NH:3][CH2:4][CH2:5][CH2:6][N:7]=1.C([O:10][C:11](=O)[CH2:12][CH2:13][CH2:14][O:15][C:16]1[CH:42]=[CH:41][C:19]([CH2:20][C@@H:21]([C:34]([O:36][C:37]([CH3:40])([CH3:39])[CH3:38])=[O:35])[NH:22][C:23]2[NH:27][C:26]3[CH:28]=[CH:29][C:30]([O:32][CH3:33])=[CH:31][C:25]=3[N:24]=2)=[CH:18][CH:17]=1)C. Product: [CH3:33][O:32][C:30]1[CH:29]=[CH:28][C:26]2[NH:27][C:23]([NH:22][C@H:21]([C:34]([O:36][C:37]([CH3:38])([CH3:39])[CH3:40])=[O:35])[CH2:20][C:19]3[CH:18]=[CH:17][C:16]([O:15][CH2:14][CH2:13][CH2:12][C:11](=[O:10])[NH:1][C:2]4[NH:7][CH2:6][CH2:5][CH2:4][N:3]=4)=[CH:42][CH:41]=3)=[N:24][C:25]=2[CH:31]=1. The catalyst class is: 2. (4) Reactant: C[O:2][C:3]1[C:8]2[C:9]([C:18]3[CH:19]=[C:20]([C:23]([O:25][CH3:26])=[O:24])[S:21][CH:22]=3)=[N:10][N:11]([CH:12]3[CH2:17][CH2:16][O:15][CH2:14][CH2:13]3)[C:7]=2[CH:6]=[CH:5][N:4]=1.[I-].[Na+].Cl[Si](C)(C)C.O. Product: [O:2]=[C:3]1[C:8]2[C:9]([C:18]3[CH:19]=[C:20]([C:23]([O:25][CH3:26])=[O:24])[S:21][CH:22]=3)=[N:10][N:11]([CH:12]3[CH2:13][CH2:14][O:15][CH2:16][CH2:17]3)[C:7]=2[CH:6]=[CH:5][NH:4]1. The catalyst class is: 10. (5) Reactant: FC(F)(F)C([NH:5][C:6]1[CH:11]=[CH:10][CH:9]=[C:8]([CH2:12][N:13]2[C:22]3[C:17](=[CH:18][CH:19]=[CH:20][CH:21]=3)[C:16](=[O:23])[C:15]([C:24](=[O:34])[C:25]3[CH:30]=[CH:29][C:28]([O:31][CH3:32])=[C:27]([CH3:33])[CH:26]=3)=[CH:14]2)[N:7]=1)=O.C(NCC)C. Product: [NH2:5][C:6]1[N:7]=[C:8]([CH2:12][N:13]2[C:22]3[C:17](=[CH:18][CH:19]=[CH:20][CH:21]=3)[C:16](=[O:23])[C:15]([C:24](=[O:34])[C:25]3[CH:30]=[CH:29][C:28]([O:31][CH3:32])=[C:27]([CH3:33])[CH:26]=3)=[CH:14]2)[CH:9]=[CH:10][CH:11]=1. The catalyst class is: 5. (6) Product: [C:20]1([CH2:19][CH2:18][CH2:17][NH:5][CH2:4][C:3]([O:2][CH3:1])=[O:6])[CH:25]=[CH:24][CH:23]=[CH:22][CH:21]=1. Reactant: [CH3:1][O:2][C:3](=[O:6])[CH2:4][NH2:5].CCN(C(C)C)C(C)C.Br[CH2:17][CH2:18][CH2:19][C:20]1[CH:25]=[CH:24][CH:23]=[CH:22][CH:21]=1.S([O-])([O-])(=O)=O.[Mg+2]. The catalyst class is: 3. (7) Reactant: C[O:2][C:3]1[N:8]=[CH:7][C:6]([C@H:9]2[CH2:13][CH2:12][C:11](=[O:14])[CH2:10]2)=[CH:5][CH:4]=1.[Na+].[I-].Cl[Si](C)(C)C.OS([O-])=O.[Na+]. Product: [O:14]=[C:11]1[CH2:12][CH2:13][C@H:9]([C:6]2[CH:5]=[CH:4][C:3](=[O:2])[NH:8][CH:7]=2)[CH2:10]1. The catalyst class is: 291.